Task: Predict the reactants needed to synthesize the given product.. Dataset: Full USPTO retrosynthesis dataset with 1.9M reactions from patents (1976-2016) (1) Given the product [OH:28][CH2:27][CH2:26][CH2:25][NH:24][CH2:23][CH2:22][C:13]1[CH:14]=[C:15]([O:20][CH3:21])[C:16]([O:18][CH3:19])=[CH:17][C:12]=1[CH2:11][C:9]#[N:10], predict the reactants needed to synthesize it. The reactants are: [BH4-].[Na+].C(O)(=O)C(O)=O.[C:9]([CH2:11][C:12]1[CH:17]=[C:16]([O:18][CH3:19])[C:15]([O:20][CH3:21])=[CH:14][C:13]=1[CH2:22][CH2:23][NH:24][CH2:25][CH2:26][C:27](OCC)=[O:28])#[N:10].CO.Cl. (2) Given the product [Cl:18][CH2:2][C:3]1[CH:8]=[C:7]([CH3:9])[C:6]([CH2:10][NH:11][C:12](=[O:14])[CH3:13])=[C:5]([CH3:15])[CH:4]=1, predict the reactants needed to synthesize it. The reactants are: O[CH2:2][C:3]1[CH:8]=[C:7]([CH3:9])[C:6]([CH2:10][NH:11][C:12](=[O:14])[CH3:13])=[C:5]([CH3:15])[CH:4]=1.S(Cl)([Cl:18])=O.O. (3) Given the product [N+:8]([C:7]1[CH:6]=[CH:5][CH:4]=[C:3]2[C:2]=1[O:1][C:19]([C:18]1[CH:22]=[CH:23][CH:24]=[C:16]([C:15]([F:14])([F:25])[F:26])[CH:17]=1)=[CH:12][C:11]2=[O:13])([O-:10])=[O:9], predict the reactants needed to synthesize it. The reactants are: [OH:1][C:2]1[C:7]([N+:8]([O-:10])=[O:9])=[CH:6][CH:5]=[CH:4][C:3]=1[C:11](=[O:13])[CH3:12].[F:14][C:15]([F:26])([F:25])[C:16]1[CH:17]=[C:18]([CH:22]=[CH:23][CH:24]=1)[C:19](Cl)=O.C1CCN2C(=NCCC2)CC1. (4) Given the product [CH3:3][CH:2]([O:4][C:5]1[CH:6]=[C:7]([O:17][C:18]2[CH:23]=[CH:22][C:21]([S:24]([CH3:27])(=[O:26])=[O:25])=[CH:20][N:19]=2)[CH:8]=[C:9]2[C:13]=1[NH:12][C:11]([C:14]1[S:37][CH:52]([CH2:51][C:50]([O:55][CH2:56][CH3:57])=[O:54])[CH2:53][N:16]=1)=[CH:10]2)[CH3:1], predict the reactants needed to synthesize it. The reactants are: [CH3:1][CH:2]([O:4][C:5]1[CH:6]=[C:7]([O:17][C:18]2[CH:23]=[CH:22][C:21]([S:24]([CH3:27])(=[O:26])=[O:25])=[CH:20][N:19]=2)[CH:8]=[C:9]2[C:13]=1[NH:12][C:11]([C:14]([NH2:16])=O)=[CH:10]2)[CH3:3].COC1C=CC(P2(SP(C3C=CC(OC)=CC=3)(=S)S2)=[S:37])=CC=1.[C:50]([O:55][CH2:56][CH3:57])(=[O:54])[C:51]#[C:52][CH3:53].C(P(CCCC)CCCC)CCC. (5) Given the product [O:1]=[C:2]([NH:24][C:25]1[CH:26]=[C:27]2[C:40](=[CH:41][CH:42]=1)[CH2:39][C@:29]1([C:37]3[C:32](=[N:33][CH:34]=[CH:35][CH:36]=3)[NH:31][C:30]1=[O:38])[CH2:28]2)[CH2:3][NH:4][C@H:5]([C:18]1[CH:19]=[CH:20][CH:21]=[CH:22][CH:23]=1)[CH2:6][CH2:7][NH:8][C:9]1([C:14]([O-:16])=[O:15])[CH2:10][CH2:11][CH2:12][CH2:13]1.[K+:44], predict the reactants needed to synthesize it. The reactants are: [O:1]=[C:2]([NH:24][C:25]1[CH:26]=[C:27]2[C:40](=[CH:41][CH:42]=1)[CH2:39][C@:29]1([C:37]3[C:32](=[N:33][CH:34]=[CH:35][CH:36]=3)[NH:31][C:30]1=[O:38])[CH2:28]2)[CH2:3][NH:4][C@H:5]([C:18]1[CH:23]=[CH:22][CH:21]=[CH:20][CH:19]=1)[CH2:6][CH2:7][NH:8][C:9]1([C:14]([O:16]C)=[O:15])[CH2:13][CH2:12][CH2:11][CH2:10]1.O([Si](C)(C)C)[K:44]. (6) Given the product [Cl:1][C:2]1[C:3]([CH3:17])=[CH:4][C:5]([C@H:9]([NH:10][S@@:11]([C:13]([CH3:14])([CH3:16])[CH3:15])=[O:12])[CH2:18][CH3:19])=[CH:6][C:7]=1[CH3:8], predict the reactants needed to synthesize it. The reactants are: [Cl:1][C:2]1[C:7]([CH3:8])=[CH:6][C:5](/[CH:9]=[N:10]/[S@@:11]([C:13]([CH3:16])([CH3:15])[CH3:14])=[O:12])=[CH:4][C:3]=1[CH3:17].[CH2:18]1COC[CH2:19]1. (7) Given the product [F:1][C:2]1[CH:7]=[C:6]([CH2:8][O:9][S:10]([CH3:13])(=[O:12])=[O:11])[CH:5]=[CH:4][N:3]=1, predict the reactants needed to synthesize it. The reactants are: [F:1][C:2]1[CH:7]=[C:6]([CH2:8][OH:9])[CH:5]=[CH:4][N:3]=1.[S:10](Cl)([CH3:13])(=[O:12])=[O:11]. (8) Given the product [C:1]([O:5][C:6]([NH:8][C:9]1([C@@H:12]2[CH2:13][CH2:14][N:15]([C@H:17]([C:19]3[CH:20]=[CH:21][CH:22]=[CH:23][CH:24]=3)[CH3:18])[CH2:16]2)[CH2:10][CH2:11]1)=[O:7])([CH3:2])([CH3:3])[CH3:4], predict the reactants needed to synthesize it. The reactants are: [C:1]([O:5][C:6]([NH:8][C:9]1([C@H:12]2[CH2:16][N:15]([C@H:17]([C:19]3[CH:24]=[CH:23][CH:22]=[CH:21][CH:20]=3)[CH3:18])[C:14](=O)[CH2:13]2)[CH2:11][CH2:10]1)=[O:7])([CH3:4])([CH3:3])[CH3:2].C(=O)([O-])[O-].[K+].[K+]. (9) Given the product [CH2:43]([C:45]1[S:46][CH:47]=[C:48](/[CH:50]=[CH:27]\[C:26]2[C:22]([O:14][CH2:15][C:16]3[CH:39]=[CH:38][C:19]([O:20][CH2:21][C:22]4[N:23]=[C:24]([C:28]5[CH:29]=[C:30]([CH:35]=[CH:36][CH:37]=5)[C:31]([O:33][CH3:34])=[O:32])[O:25][C:26]=4[CH3:27])=[C:18]([O:40][CH3:41])[CH:17]=3)=[N:23][N:77]([C:80]3[CH:38]=[CH:39][CH:16]=[CH:17][CH:18]=3)[CH:76]=2)[N:49]=1)[CH3:44], predict the reactants needed to synthesize it. The reactants are: C(C1CN([O:14][CH2:15][C:16]2[CH:39]=[CH:38][C:19]([O:20][CH2:21][C:22]3[N:23]=[C:24]([C:28]4[CH:29]=[C:30]([CH:35]=[CH:36][CH:37]=4)[C:31]([O:33][CH3:34])=[O:32])[O:25][C:26]=3[CH3:27])=[C:18]([O:40][CH3:41])[CH:17]=2)N(C2C=CC=CC=2)C=1)=O.[Cl-].[CH2:43]([C:45]1[S:46][CH:47]=[C:48]([CH2:50][P+](C2C=CC=CC=2)(C2C=CC=CC=2)C2C=CC=CC=2)[N:49]=1)[CH3:44].C(=O)([O-])[O-].[K+].[K+].[CH3:76][N:77]([CH3:80])C=O.